From a dataset of Peptide-MHC class I binding affinity with 185,985 pairs from IEDB/IMGT. Regression. Given a peptide amino acid sequence and an MHC pseudo amino acid sequence, predict their binding affinity value. This is MHC class I binding data. (1) The peptide sequence is QIIGYVIGT. The MHC is HLA-A02:01 with pseudo-sequence HLA-A02:01. The binding affinity (normalized) is 0.469. (2) The peptide sequence is FPYSTFPII. The MHC is Mamu-B8301 with pseudo-sequence Mamu-B8301. The binding affinity (normalized) is 0.00356. (3) The peptide sequence is YRHDGGNVL. The MHC is HLA-A29:02 with pseudo-sequence HLA-A29:02. The binding affinity (normalized) is 0. (4) The peptide sequence is FQPQNGQFI. The MHC is HLA-B07:02 with pseudo-sequence HLA-B07:02. The binding affinity (normalized) is 0.0244. (5) The peptide sequence is YLQYSISTA. The MHC is HLA-B51:01 with pseudo-sequence HLA-B51:01. The binding affinity (normalized) is 0.0847.